This data is from Reaction yield outcomes from USPTO patents with 853,638 reactions. The task is: Predict the reaction yield, written as a fraction of the theoretical maximum amount of product (1.0 means a 100% yield; for example, 0.34 means a 34% yield). (1) The reactants are [CH:1]([C:4]1[CH:10]=[CH:9][C:7]([NH2:8])=[CH:6][CH:5]=1)([CH3:3])[CH3:2].Cl[C:12]([O:14][C:15]1[CH:20]=[CH:19][C:18]([N+:21]([O-:23])=[O:22])=[CH:17][CH:16]=1)=[O:13]. The catalyst is C(Cl)Cl.N1C=CC=CC=1. The product is [N+:21]([C:18]1[CH:17]=[CH:16][C:15]([O:14][C:12](=[O:13])[NH:8][C:7]2[CH:9]=[CH:10][C:4]([CH:1]([CH3:3])[CH3:2])=[CH:5][CH:6]=2)=[CH:20][CH:19]=1)([O-:23])=[O:22]. The yield is 0.950. (2) The reactants are Cl[C:2]1[N:7]=[C:6]([C:8]2[N:12]([CH3:13])[C:11]([CH3:14])=[N:10][CH:9]=2)[C:5]([F:15])=[CH:4][N:3]=1.[CH3:16][N:17]1[CH2:22][CH2:21][N:20]([C:23]([C:25]2[CH:31]=[CH:30][C:28]([NH2:29])=[CH:27][C:26]=2[N+:32]([O-:34])=[O:33])=[O:24])[CH2:19][CH2:18]1. No catalyst specified. The product is [CH3:13][N:12]1[C:8]([C:6]2[C:5]([F:15])=[CH:4][N:3]=[C:2]([NH:29][C:28]3[CH:30]=[CH:31][C:25]([C:23]([N:20]4[CH2:21][CH2:22][N:17]([CH3:16])[CH2:18][CH2:19]4)=[O:24])=[C:26]([N+:32]([O-:34])=[O:33])[CH:27]=3)[N:7]=2)=[CH:9][N:10]=[C:11]1[CH3:14]. The yield is 0.210. (3) The reactants are [CH3:1][C:2]1[CH:7]=[C:6]([CH3:8])[CH:5]=[CH:4][N:3]=1.[OH:9]O. The catalyst is C(O)(=O)C. The product is [CH3:1][C:2]1[CH:7]=[C:6]([CH3:8])[CH:5]=[CH:4][N+:3]=1[O-:9]. The yield is 0.980. (4) The reactants are [OH-].[K+].[Br:3][C:4]1[CH:5]=[CH:6][C:7]2[NH:8][C:9]3[C:14]([C:15]=2[CH:16]=1)=[CH:13][C:12]([Br:17])=[CH:11][CH:10]=3.[CH2:18]([CH:20]1[O:22][CH2:21]1)Br. The catalyst is CN(C=O)C. The product is [Br:17][C:12]1[CH:11]=[CH:10][C:9]2[N:8]([CH2:18][CH:20]3[CH2:21][O:22]3)[C:7]3[C:15]([C:14]=2[CH:13]=1)=[CH:16][C:4]([Br:3])=[CH:5][CH:6]=3. The yield is 0.660.